From a dataset of Reaction yield outcomes from USPTO patents with 853,638 reactions. Predict the reaction yield, written as a fraction of the theoretical maximum amount of product (1.0 means a 100% yield; for example, 0.34 means a 34% yield). (1) The product is [CH3:13][C:8]1([C:7]2[C:2]([CH2:15][C:14]#[N:16])=[N:3][CH:4]=[CH:5][CH:6]=2)[O:12][CH2:11][CH2:10][O:9]1. The reactants are Cl[C:2]1[C:7]([C:8]2([CH3:13])[O:12][CH2:11][CH2:10][O:9]2)=[CH:6][CH:5]=[CH:4][N:3]=1.[C:14](#[N:16])[CH3:15].C[Si]([N-][Si](C)(C)C)(C)C.[Na+].[NH4+].[Cl-]. The catalyst is C1COCC1. The yield is 0.240. (2) The yield is 0.260. The catalyst is O1CCOCC1.O. The reactants are C[O:2][C:3](=[O:41])[C:4]1[CH:9]=[CH:8][CH:7]=[C:6]([N:10]2[C:15]3[N:16]=[CH:17][C:18]([F:20])=[CH:19][C:14]=3[C:13](=[O:21])[N:12]([CH:22]3[CH2:27][CH2:26][CH:25]([NH:28][C:29]([C:31]4[N:32]=[C:33]5[CH:38]=[CH:37][CH:36]=[CH:35][N:34]5[CH:39]=4)=[O:30])[CH2:24][CH2:23]3)[C:11]2=[O:40])[CH:5]=1.[OH-].[Li+].C(O)(=O)C. The product is [F:20][C:18]1[CH:17]=[N:16][C:15]2[N:10]([C:6]3[CH:5]=[C:4]([CH:9]=[CH:8][CH:7]=3)[C:3]([OH:41])=[O:2])[C:11](=[O:40])[N:12]([C@H:22]3[CH2:27][CH2:26][C@@H:25]([NH:28][C:29]([C:31]4[N:32]=[C:33]5[CH:38]=[CH:37][CH:36]=[CH:35][N:34]5[CH:39]=4)=[O:30])[CH2:24][CH2:23]3)[C:13](=[O:21])[C:14]=2[CH:19]=1. (3) The reactants are [O:1]=[C:2]1[CH2:8][CH2:7][CH2:6][N:5]2[CH:9]=[C:10]([C:12]([O:14][CH2:15][CH3:16])=[O:13])[CH:11]=[C:4]2[CH2:3]1.N1CCCC1.[CH2:22](Br)[C:23]1[CH:28]=[CH:27][CH:26]=[CH:25][CH:24]=1. The catalyst is C1(C)C=CC=CC=1. The product is [CH2:22]([CH:3]1[C:2](=[O:1])[CH2:8][CH2:7][CH2:6][N:5]2[CH:9]=[C:10]([C:12]([O:14][CH2:15][CH3:16])=[O:13])[CH:11]=[C:4]12)[C:23]1[CH:28]=[CH:27][CH:26]=[CH:25][CH:24]=1. The yield is 0.560. (4) The reactants are [NH2:1][CH2:2][C:3]1[C:4]([C:23]2[CH:28]=[CH:27][C:26]([CH3:29])=[CH:25][CH:24]=2)=[C:5]([CH2:14][NH:15][C:16](=[O:22])[O:17][C:18]([CH3:21])([CH3:20])[CH3:19])[C:6]([CH2:10][CH:11]([CH3:13])[CH3:12])=[N:7][C:8]=1[CH3:9].C(N(CC)CC)C.[CH3:37][S:38](Cl)(=[O:40])=[O:39]. The catalyst is O1CCCC1.C(OCC)(=O)C. The product is [CH2:10]([C:6]1[C:5]([CH2:14][NH:15][C:16](=[O:22])[O:17][C:18]([CH3:19])([CH3:20])[CH3:21])=[C:4]([C:23]2[CH:24]=[CH:25][C:26]([CH3:29])=[CH:27][CH:28]=2)[C:3]([CH2:2][NH:1][S:38]([CH3:37])(=[O:40])=[O:39])=[C:8]([CH3:9])[N:7]=1)[CH:11]([CH3:13])[CH3:12]. The yield is 0.870. (5) The catalyst is C1COCC1. The reactants are [CH3:1][C:2]([C:7]1[CH:12]=[CH:11][CH:10]=[CH:9][CH:8]=1)([CH3:6])[C:3](O)=[O:4].CSC.B.CO.O. The yield is 0.770. The product is [CH3:6][C:2]([C:7]1[CH:12]=[CH:11][CH:10]=[CH:9][CH:8]=1)([CH3:1])[CH2:3][OH:4].